From a dataset of Full USPTO retrosynthesis dataset with 1.9M reactions from patents (1976-2016). Predict the reactants needed to synthesize the given product. The reactants are: [F:1][C:2]1[CH:10]=[C:9]2[C:5]([C:6]([C:11]3[CH:12]=[CH:13][C:14]([NH2:17])=[N:15][CH:16]=3)=[CH:7][NH:8]2)=[CH:4][CH:3]=1.[NH:18]([C:24]([O:26][C:27]([CH3:30])([CH3:29])[CH3:28])=[O:25])[C@H:19]([C:21](O)=[O:22])[CH3:20]. Given the product [F:1][C:2]1[CH:10]=[C:9]2[C:5]([C:6]([C:11]3[CH:12]=[CH:13][C:14]([NH:17][C:21](=[O:22])[C@@H:19]([NH:18][C:24](=[O:25])[O:26][C:27]([CH3:29])([CH3:28])[CH3:30])[CH3:20])=[N:15][CH:16]=3)=[CH:7][NH:8]2)=[CH:4][CH:3]=1, predict the reactants needed to synthesize it.